This data is from Reaction yield outcomes from USPTO patents with 853,638 reactions. The task is: Predict the reaction yield, written as a fraction of the theoretical maximum amount of product (1.0 means a 100% yield; for example, 0.34 means a 34% yield). (1) The reactants are Cl.[C:2]1([N:8]2[CH:12]=[C:11]([C:13]([NH:15][CH2:16][CH2:17][NH:18][C:19]([CH:21]3[CH2:26][CH2:25][NH:24][CH2:23][CH2:22]3)=[O:20])=[O:14])[C:10]([C:27]([F:30])([F:29])[F:28])=[N:9]2)[CH:7]=[CH:6][CH:5]=[CH:4][CH:3]=1.C(N(CC)CC)C.Cl[C:39]([O:41][CH2:42][CH3:43])=[O:40]. The catalyst is CN(C=O)C. The product is [C:2]1([N:8]2[CH:12]=[C:11]([C:13]([NH:15][CH2:16][CH2:17][NH:18][C:19]([CH:21]3[CH2:26][CH2:25][N:24]([C:39]([O:41][CH2:42][CH3:43])=[O:40])[CH2:23][CH2:22]3)=[O:20])=[O:14])[C:10]([C:27]([F:29])([F:30])[F:28])=[N:9]2)[CH:3]=[CH:4][CH:5]=[CH:6][CH:7]=1. The yield is 0.200. (2) The reactants are Cl.[CH3:2][NH:3][O:4][CH3:5].C[Al](C)C.[CH2:10]([O:17][C:18]1[CH:23]=[CH:22][C:21]([CH2:24][C:25]([O:27]C)=O)=[CH:20][CH:19]=1)[C:11]1[CH:16]=[CH:15][CH:14]=[CH:13][CH:12]=1. The catalyst is C1(C)C=CC=CC=1. The product is [CH2:10]([O:17][C:18]1[CH:19]=[CH:20][C:21]([CH2:24][C:25]([N:3]([O:4][CH3:5])[CH3:2])=[O:27])=[CH:22][CH:23]=1)[C:11]1[CH:12]=[CH:13][CH:14]=[CH:15][CH:16]=1. The yield is 0.430. (3) The reactants are Cl.[NH:2]1[CH2:7][CH2:6][O:5][C@@H:4]([C:8]2[CH:15]=[CH:14][C:11]([C:12]#[N:13])=[CH:10][CH:9]=2)[CH2:3]1.C(N(CC)CC)C.[C:23](O[C:23]([O:25][C:26]([CH3:29])([CH3:28])[CH3:27])=[O:24])([O:25][C:26]([CH3:29])([CH3:28])[CH3:27])=[O:24]. The catalyst is O1CCCC1. The product is [C:12]([C:11]1[CH:14]=[CH:15][C:8]([C@@H:4]2[O:5][CH2:6][CH2:7][N:2]([C:23]([O:25][C:26]([CH3:29])([CH3:28])[CH3:27])=[O:24])[CH2:3]2)=[CH:9][CH:10]=1)#[N:13]. The yield is 0.770.